Dataset: Full USPTO retrosynthesis dataset with 1.9M reactions from patents (1976-2016). Task: Predict the reactants needed to synthesize the given product. (1) Given the product [CH3:22][N:8]([C:4]1[CH:3]=[C:2]([C:31]2[CH:43]=[CH:42][C:34]3[N:35]=[C:36]([NH:38][C:39](=[O:41])[CH3:40])[S:37][C:33]=3[CH:32]=2)[CH:7]=[N:6][CH:5]=1)[S:9]([C:12]1[CH:17]=[CH:16][C:15]([C:18]([F:21])([F:20])[F:19])=[CH:14][CH:13]=1)(=[O:11])=[O:10], predict the reactants needed to synthesize it. The reactants are: Br[C:2]1[CH:3]=[C:4]([N:8]([CH3:22])[S:9]([C:12]2[CH:17]=[CH:16][C:15]([C:18]([F:21])([F:20])[F:19])=[CH:14][CH:13]=2)(=[O:11])=[O:10])[CH:5]=[N:6][CH:7]=1.CC1(C)C(C)(C)OB([C:31]2[CH:43]=[CH:42][C:34]3[N:35]=[C:36]([NH:38][C:39](=[O:41])[CH3:40])[S:37][C:33]=3[CH:32]=2)O1.C(=O)([O-])[O-].[Na+].[Na+]. (2) The reactants are: C([N:8]1[CH2:13][CH2:12][C:11]2([C:21]3[C:20](=[O:22])[N:19]([CH2:23][C@H:24]([NH:31][C:32](=[O:38])[O:33][C:34]([CH3:37])([CH3:36])[CH3:35])[C:25]4[CH:30]=[CH:29][CH:28]=[CH:27][CH:26]=4)[C:18](=[O:39])[N:17]([CH2:40][C:41]4[C:46]([C:47]([F:50])([F:49])[F:48])=[CH:45][CH:44]=[CH:43][C:42]=4[F:51])[C:16]=3[CH2:15][O:14]2)[CH2:10][CH2:9]1)C1C=CC=CC=1.[H][H]. Given the product [F:51][C:42]1[CH:43]=[CH:44][CH:45]=[C:46]([C:47]([F:48])([F:49])[F:50])[C:41]=1[CH2:40][N:17]1[C:16]2[CH2:15][O:14][C:11]3([CH2:10][CH2:9][NH:8][CH2:13][CH2:12]3)[C:21]=2[C:20](=[O:22])[N:19]([CH2:23][C@H:24]([NH:31][C:32](=[O:38])[O:33][C:34]([CH3:37])([CH3:36])[CH3:35])[C:25]2[CH:26]=[CH:27][CH:28]=[CH:29][CH:30]=2)[C:18]1=[O:39], predict the reactants needed to synthesize it. (3) Given the product [Br:1][C:2]1[C:3]([F:9])=[C:4]([NH:5][CH:10]=[O:11])[CH:6]=[CH:7][CH:8]=1, predict the reactants needed to synthesize it. The reactants are: [Br:1][C:2]1[C:3]([F:9])=[C:4]([CH:6]=[CH:7][CH:8]=1)[NH2:5].[CH:10](O)=[O:11]. (4) Given the product [C:25]1([C:4]2([C:19]3[CH:20]=[CH:21][CH:22]=[CH:23][CH:24]=3)[CH:5]3[CH2:11][NH:10][CH2:9][CH2:8][CH2:7][N:6]3[C:2](=[O:1])[O:3]2)[CH:26]=[CH:27][CH:28]=[CH:29][CH:30]=1, predict the reactants needed to synthesize it. The reactants are: [O:1]=[C:2]1[N:6]2[CH2:7][CH2:8][CH2:9][N:10](C(OC(C)(C)C)=O)[CH2:11][CH:5]2[C:4]([C:25]2[CH:30]=[CH:29][CH:28]=[CH:27][CH:26]=2)([C:19]2[CH:24]=[CH:23][CH:22]=[CH:21][CH:20]=2)[O:3]1.Cl.C(OCC)(=O)C. (5) Given the product [C:31]([C@H:27]1[CH2:28][CH2:29][CH2:30][N:26]1[C:24](=[O:25])[CH2:23][O:22][C:19]1[CH:20]=[CH:21][C:16]([O:15][CH2:14][C:13]([N:9]2[CH2:10][CH2:11][CH2:12][C@@H:8]2[C:6]([OH:7])=[O:5])=[O:39])=[C:17]([Cl:38])[CH:18]=1)([OH:33])=[O:32], predict the reactants needed to synthesize it. The reactants are: C([O:5][C:6]([C@H:8]1[CH2:12][CH2:11][CH2:10][N:9]1[C:13](=[O:39])[CH2:14][O:15][C:16]1[CH:21]=[CH:20][C:19]([O:22][CH2:23][C:24]([N:26]2[CH2:30][CH2:29][CH2:28][C@@H:27]2[C:31]([O:33]C(C)(C)C)=[O:32])=[O:25])=[CH:18][C:17]=1[Cl:38])=[O:7])(C)(C)C.